From a dataset of Catalyst prediction with 721,799 reactions and 888 catalyst types from USPTO. Predict which catalyst facilitates the given reaction. Reactant: [O:1]([C:8]1[CH:13]=[CH:12][C:11]([NH:14][C:15]2[CH:20]=[C:19]([NH:21][CH:22]3[CH2:27][CH2:26][CH2:25][NH:24][CH2:23]3)[N:18]=[CH:17][N:16]=2)=[CH:10][CH:9]=1)[C:2]1[CH:7]=[CH:6][CH:5]=[CH:4][CH:3]=1.[C:28](Cl)(=O)[CH:29]=[CH2:30]. Product: [O:1]([C:8]1[CH:9]=[CH:10][C:11]([NH:14][C:15]2[N:16]=[CH:17][N:18]=[C:19]([NH:21][CH:22]3[CH2:27][CH2:26][CH2:25][N:24]([CH2:30][CH:29]=[CH2:28])[CH2:23]3)[CH:20]=2)=[CH:12][CH:13]=1)[C:2]1[CH:7]=[CH:6][CH:5]=[CH:4][CH:3]=1. The catalyst class is: 37.